Dataset: NCI-60 drug combinations with 297,098 pairs across 59 cell lines. Task: Regression. Given two drug SMILES strings and cell line genomic features, predict the synergy score measuring deviation from expected non-interaction effect. (1) Drug 1: C1=NC(=NC(=O)N1C2C(C(C(O2)CO)O)O)N. Drug 2: C1=NNC2=C1C(=O)NC=N2. Cell line: MDA-MB-231. Synergy scores: CSS=24.8, Synergy_ZIP=-4.08, Synergy_Bliss=-1.72, Synergy_Loewe=-22.2, Synergy_HSA=-1.91. (2) Drug 2: CC12CCC3C(C1CCC2O)C(CC4=C3C=CC(=C4)O)CCCCCCCCCS(=O)CCCC(C(F)(F)F)(F)F. Cell line: NCIH23. Drug 1: C1CCC(CC1)NC(=O)N(CCCl)N=O. Synergy scores: CSS=6.17, Synergy_ZIP=-2.64, Synergy_Bliss=1.82, Synergy_Loewe=0.492, Synergy_HSA=1.54. (3) Drug 1: CCC1(CC2CC(C3=C(CCN(C2)C1)C4=CC=CC=C4N3)(C5=C(C=C6C(=C5)C78CCN9C7C(C=CC9)(C(C(C8N6C=O)(C(=O)OC)O)OC(=O)C)CC)OC)C(=O)OC)O.OS(=O)(=O)O. Drug 2: CN1C2=C(C=C(C=C2)N(CCCl)CCCl)N=C1CCCC(=O)O.Cl. Cell line: NCI-H522. Synergy scores: CSS=0.0545, Synergy_ZIP=0.563, Synergy_Bliss=1.96, Synergy_Loewe=-1.15, Synergy_HSA=-0.529. (4) Drug 1: C1C(C(OC1N2C=NC3=C(N=C(N=C32)Cl)N)CO)O. Synergy scores: CSS=24.2, Synergy_ZIP=-1.74, Synergy_Bliss=-6.23, Synergy_Loewe=-33.2, Synergy_HSA=-8.72. Drug 2: C1CC(=O)NC(=O)C1N2C(=O)C3=CC=CC=C3C2=O. Cell line: RPMI-8226. (5) Drug 1: C1C(C(OC1N2C=NC3=C(N=C(N=C32)Cl)N)CO)O. Drug 2: CC1=C(C=C(C=C1)NC(=O)C2=CC=C(C=C2)CN3CCN(CC3)C)NC4=NC=CC(=N4)C5=CN=CC=C5. Cell line: MDA-MB-435. Synergy scores: CSS=30.0, Synergy_ZIP=-8.48, Synergy_Bliss=0.226, Synergy_Loewe=-33.4, Synergy_HSA=-1.11. (6) Drug 1: CC1C(C(CC(O1)OC2CC(OC(C2O)C)OC3=CC4=CC5=C(C(=O)C(C(C5)C(C(=O)C(C(C)O)O)OC)OC6CC(C(C(O6)C)O)OC7CC(C(C(O7)C)O)OC8CC(C(C(O8)C)O)(C)O)C(=C4C(=C3C)O)O)O)O. Cell line: BT-549. Drug 2: CC1=C(C(=O)C2=C(C1=O)N3CC4C(C3(C2COC(=O)N)OC)N4)N. Synergy scores: CSS=42.1, Synergy_ZIP=0.816, Synergy_Bliss=-0.442, Synergy_Loewe=-3.75, Synergy_HSA=-2.96. (7) Drug 1: CN1CCC(CC1)COC2=C(C=C3C(=C2)N=CN=C3NC4=C(C=C(C=C4)Br)F)OC. Drug 2: C1C(C(OC1N2C=NC(=NC2=O)N)CO)O. Cell line: MDA-MB-435. Synergy scores: CSS=2.76, Synergy_ZIP=3.40, Synergy_Bliss=7.79, Synergy_Loewe=1.69, Synergy_HSA=3.01. (8) Drug 1: C1=NC(=NC(=O)N1C2C(C(C(O2)CO)O)O)N. Drug 2: N.N.Cl[Pt+2]Cl. Cell line: PC-3. Synergy scores: CSS=70.1, Synergy_ZIP=-3.45, Synergy_Bliss=-3.27, Synergy_Loewe=-0.727, Synergy_HSA=2.78. (9) Drug 1: CCCCC(=O)OCC(=O)C1(CC(C2=C(C1)C(=C3C(=C2O)C(=O)C4=C(C3=O)C=CC=C4OC)O)OC5CC(C(C(O5)C)O)NC(=O)C(F)(F)F)O. Drug 2: C1CCC(C(C1)N)N.C(=O)(C(=O)[O-])[O-].[Pt+4]. Cell line: OVCAR-8. Synergy scores: CSS=62.8, Synergy_ZIP=-1.31, Synergy_Bliss=-0.859, Synergy_Loewe=-2.84, Synergy_HSA=1.53. (10) Drug 1: CN(C(=O)NC(C=O)C(C(C(CO)O)O)O)N=O. Drug 2: C(CCl)NC(=O)N(CCCl)N=O. Cell line: ACHN. Synergy scores: CSS=51.3, Synergy_ZIP=-1.22, Synergy_Bliss=-2.67, Synergy_Loewe=-12.8, Synergy_HSA=-2.99.